This data is from Catalyst prediction with 721,799 reactions and 888 catalyst types from USPTO. The task is: Predict which catalyst facilitates the given reaction. (1) Reactant: C(OC(=O)[NH:10][C:11]1[C:12]([C:28]([NH:30][C:31]2[CH:32]=[N:33][CH:34]=[CH:35][C:36]=2[N:37]2[CH2:42][C@H:41]([CH3:43])[C@@H:40]([OH:44])[C@H:39]([NH2:45])[CH2:38]2)=[O:29])=[N:13][C:14]2[C:19]([CH:20]=1)=[CH:18][CH:17]=[C:16]([N:21]1[CH2:26][CH2:25][CH2:24][CH2:23][C:22]1=[O:27])[CH:15]=2)C1C=CC=CC=1.[H][H]. Product: [NH2:10][C:11]1[C:12]([C:28]([NH:30][C:31]2[CH:32]=[N:33][CH:34]=[CH:35][C:36]=2[N:37]2[CH2:42][C@H:41]([CH3:43])[C@@H:40]([OH:44])[C@H:39]([NH2:45])[CH2:38]2)=[O:29])=[N:13][C:14]2[C:19]([CH:20]=1)=[CH:18][CH:17]=[C:16]([N:21]1[CH2:26][CH2:25][CH2:24][CH2:23][C:22]1=[O:27])[CH:15]=2. The catalyst class is: 19. (2) Reactant: [C:1]([O:5][C:6]([N:8]1[C@:12]([CH3:16])([C:13]([OH:15])=O)[CH2:11][O:10][C:9]1([CH3:18])[CH3:17])=[O:7])([CH3:4])([CH3:3])[CH3:2].C(Cl)(=O)C(Cl)=O.[CH2:25]([O:32][C:33]1[CH:34]=[C:35]([S:39][C:40]2[CH:46]=[CH:45][C:43]([NH2:44])=[C:42](Cl)[CH:41]=2)[CH:36]=[CH:37][CH:38]=1)[C:26]1[CH:31]=[CH:30][CH:29]=[CH:28][CH:27]=1.CCOC(C)=O. Product: [CH2:25]([O:32][C:33]1[CH:34]=[C:35]([S:39][C:40]2[CH:41]=[CH:42][C:43]([NH:44][C:13]([C@@:12]3([CH3:16])[CH2:11][O:10][C:9]([CH3:18])([CH3:17])[N:8]3[C:6]([O:5][C:1]([CH3:2])([CH3:3])[CH3:4])=[O:7])=[O:15])=[CH:45][CH:46]=2)[CH:36]=[CH:37][CH:38]=1)[C:26]1[CH:27]=[CH:28][CH:29]=[CH:30][CH:31]=1. The catalyst class is: 118. (3) Reactant: [O:1]=[C:2]1[C:7]([CH2:8][C:9]2[CH:14]=[CH:13][C:12]([C:15]3[C:16]([C:21]#[N:22])=[CH:17][CH:18]=[CH:19][CH:20]=3)=[CH:11][CH:10]=2)=[C:6]([CH2:23][CH2:24][CH3:25])[N:5]2[N:26]=[CH:27][N:28]=[C:4]2[N:3]1[C@H:29]1[CH2:34][CH2:33][C@H:32]([O:35][CH2:36][C:37](=[O:39])[CH3:38])[CH2:31][CH2:30]1.C[Si](C)(C)[C:42]([F:45])([F:44])[F:43].[F-].C([N+](CCCC)(CCCC)CCCC)CCC.Cl. Product: [O:1]=[C:2]1[C:7]([CH2:8][C:9]2[CH:14]=[CH:13][C:12]([C:15]3[C:16]([C:21]#[N:22])=[CH:17][CH:18]=[CH:19][CH:20]=3)=[CH:11][CH:10]=2)=[C:6]([CH2:23][CH2:24][CH3:25])[N:5]2[N:26]=[CH:27][N:28]=[C:4]2[N:3]1[C@H:29]1[CH2:30][CH2:31][C@H:32]([O:35][CH2:36][C:37]([OH:39])([CH3:38])[C:42]([F:45])([F:44])[F:43])[CH2:33][CH2:34]1. The catalyst class is: 7. (4) Reactant: [CH:1]1([O:6][C:7]([NH:9][C:10]2[CH:11]=[C:12]3[C:16](=[CH:17][CH:18]=2)[N:15]([CH3:19])[CH:14]=[C:13]3[CH2:20][C:21]2[CH:29]=[CH:28][C:24]([C:25]([OH:27])=O)=[CH:23][C:22]=2[O:30][CH3:31])=[O:8])[CH2:5][CH2:4][CH2:3][CH2:2]1.[C:32]1([CH3:42])[C:33]([S:38]([NH2:41])(=[O:40])=[O:39])=[CH:34][CH:35]=[CH:36][CH:37]=1.Cl. Product: [CH3:42][C:32]1[CH:37]=[CH:36][CH:35]=[CH:34][C:33]=1[S:38]([NH:41][C:25]([C:24]1[CH:28]=[CH:29][C:21]([CH2:20][C:13]2[C:12]3[CH:11]=[C:10]([NH:9][C:7]([O:6][CH:1]4[CH2:5][CH2:4][CH2:3][CH2:2]4)=[O:8])[CH:18]=[CH:17][C:16]=3[N:15]([CH3:19])[CH:14]=2)=[C:22]([O:30][CH3:31])[CH:23]=1)=[O:27])(=[O:40])=[O:39].[CH2:1]([O-:6])[CH3:2]. The catalyst class is: 119. (5) Reactant: [CH3:1][CH:2]1[N:7]([CH3:8])[CH2:6][CH:5]([C:9]2[CH:14]=[CH:13][CH:12]=[CH:11][CH:10]=2)[N:4]([CH2:15][C:16]([O-:18])=O)[C:3]1=[O:19].[Li+].[NH2:21][C:22]1[CH:23]=[C:24]2[C:38](=[CH:39][CH:40]=1)[CH2:37][C:26]1([O:31][C:30](=[O:32])[NH:29][C:28]3[N:33]=[CH:34][CH:35]=[CH:36][C:27]1=3)[CH2:25]2.CN(C(ON1N=NC2C=CC=NC1=2)=[N+](C)C)C.F[P-](F)(F)(F)(F)F.CN1CCOCC1. Product: [CH3:1][CH:2]1[N:7]([CH3:8])[CH2:6][CH:5]([C:9]2[CH:10]=[CH:11][CH:12]=[CH:13][CH:14]=2)[N:4]([CH2:15][C:16]([NH:21][C:22]2[CH:23]=[C:24]3[C:38](=[CH:39][CH:40]=2)[CH2:37][C:26]2([O:31][C:30](=[O:32])[NH:29][C:28]4[N:33]=[CH:34][CH:35]=[CH:36][C:27]2=4)[CH2:25]3)=[O:18])[C:3]1=[O:19]. The catalyst class is: 3. (6) Reactant: C([O:3][C:4](=O)[CH2:5][O:6][C:7]1[CH:8]=[C:9]2[C:13](=[C:14]([N:16]([CH3:26])[S:17]([C:20]3[CH:25]=[CH:24][CH:23]=[CH:22][N:21]=3)(=[O:19])=[O:18])[CH:15]=1)[NH:12][C:11]([C:27]1[S:28][CH:29]([CH2:32][N:33]3[CH2:38][CH2:37][S:36][CH2:35][CH2:34]3)[CH2:30][N:31]=1)=[CH:10]2)C.[BH4-].[Li+].Cl.C(=O)([O-])O.[Na+]. Product: [OH:3][CH2:4][CH2:5][O:6][C:7]1[CH:8]=[C:9]2[C:13](=[C:14]([N:16]([CH3:26])[S:17]([C:20]3[CH:25]=[CH:24][CH:23]=[CH:22][N:21]=3)(=[O:18])=[O:19])[CH:15]=1)[NH:12][C:11]([C:27]1[S:28][CH:29]([CH2:32][N:33]3[CH2:38][CH2:37][S:36][CH2:35][CH2:34]3)[CH2:30][N:31]=1)=[CH:10]2. The catalyst class is: 7. (7) Reactant: [CH3:1][C@@:2]12[C@@H:10]([OH:11])[CH2:9][CH2:8][C@H:7]1[C@@H:6]1[CH2:12][CH2:13][C:14]3[CH:19]=[C:18]([OH:20])[CH:17]=[CH:16][C:15]=3[C@H:5]1[CH2:4][CH2:3]2.[H-].[Na+].[CH2:23](Br)[C:24]1[CH:29]=[CH:28][CH:27]=[CH:26][CH:25]=1. Product: [CH2:23]([O:20][C:18]1[CH:17]=[CH:16][C:15]2[C@@H:5]3[C@H:6]([C@H:7]4[C@@:2]([CH2:3][CH2:4]3)([CH3:1])[C@@H:10]([O:11][CH2:1][C:2]3[CH:7]=[CH:6][CH:5]=[CH:4][CH:3]=3)[CH2:9][CH2:8]4)[CH2:12][CH2:13][C:14]=2[CH:19]=1)[C:24]1[CH:29]=[CH:28][CH:27]=[CH:26][CH:25]=1. The catalyst class is: 9. (8) Reactant: C(OC(=O)[NH:7][C:8]1([C:12]([OH:15])([CH3:14])[CH3:13])[CH2:11][CH2:10][CH2:9]1)(C)(C)C.[F:17][C:18]([F:23])([F:22])[C:19]([OH:21])=[O:20]. The catalyst class is: 4. Product: [F:17][C:18]([F:23])([F:22])[C:19]([OH:21])=[O:20].[NH2:7][C:8]1([C:12]([OH:15])([CH3:14])[CH3:13])[CH2:11][CH2:10][CH2:9]1.